From a dataset of Forward reaction prediction with 1.9M reactions from USPTO patents (1976-2016). Predict the product of the given reaction. The product is: [CH3:17][C:16]([CH3:19])([CH3:18])[CH2:20][C:21]([N:9]1[CH2:8][CH2:7][C:6]2([C:4](=[O:5])[N:31]([C:30]3[CH:32]=[CH:33][C:27]([CH2:26][C:25]([F:24])([F:34])[F:35])=[CH:28][CH:29]=3)[CH2:13][CH2:12]2)[CH2:11][CH2:10]1)=[O:22]. Given the reactants C(O[C:4]([C:6]1([CH2:12][CH2:13]OC)[CH2:11][CH2:10][NH:9][CH2:8][CH2:7]1)=[O:5])C.[C:16]([CH2:20][C:21](Cl)=[O:22])([CH3:19])([CH3:18])[CH3:17].[F:24][C:25]([F:35])([F:34])[CH2:26][C:27]1[CH:33]=[CH:32][C:30]([NH2:31])=[CH:29][CH:28]=1, predict the reaction product.